This data is from Reaction yield outcomes from USPTO patents with 853,638 reactions. The task is: Predict the reaction yield, written as a fraction of the theoretical maximum amount of product (1.0 means a 100% yield; for example, 0.34 means a 34% yield). (1) The reactants are Cl[C:2](Cl)(Cl)[CH:3]([OH:5])O.S([O-])([O-])(=O)=O.[Na+].[Na+].Cl.[NH2:16][OH:17].[CH3:18][O:19][C:20]1[CH:25]=[CH:24][C:23]([NH2:26])=[CH:22][C:21]=1[CH3:27].Cl. The catalyst is O. The product is [OH:17][N:16]=[CH:2][C:3]([NH:26][C:23]1[CH:24]=[CH:25][C:20]([O:19][CH3:18])=[C:21]([CH3:27])[CH:22]=1)=[O:5]. The yield is 0.440. (2) The reactants are S(=O)(=O)(O)O.[N+:6]([O-:9])(O)=[O:7].[CH3:10][C:11]1[CH:16]=[C:15]([N:17]2[CH:21]=[CH:20][NH:19][CH2:18]2)[CH:14]=[CH:13][N:12]=1.C([O-])(O)=O.[Na+]. No catalyst specified. The product is [N+:6]([CH:18]1[N:17]([C:15]2[CH:14]=[CH:13][N:12]=[C:11]([CH3:10])[CH:16]=2)[CH:21]=[CH:20][NH:19]1)([O-:9])=[O:7]. The yield is 0.660.